From a dataset of Full USPTO retrosynthesis dataset with 1.9M reactions from patents (1976-2016). Predict the reactants needed to synthesize the given product. (1) Given the product [C:8]([O:7][C@@H:6]1[C@@H:11]([O:12][C:13](=[O:15])[CH3:14])[C@H:16]([O:17][C:18](=[O:20])[CH3:19])[C@@H:21]([CH2:23][O:24][C:25](=[O:27])[CH3:26])[O:22][CH:5]1[O:4][CH2:1][CH2:2][CH:28]=[C:29]([CH3:30])[CH2:34][CH2:35][CH2:36][CH:37]([CH3:44])[CH2:38][CH2:39][CH2:40][CH:41]([CH3:42])[CH3:43])(=[O:10])[CH3:9], predict the reactants needed to synthesize it. The reactants are: [C:1]([O:4][C@@H:5]1[O:22][C@H:21]([CH2:23][O:24][C:25](=[O:27])[CH3:26])[C@@H:16]([O:17][C:18](=[O:20])[CH3:19])[C@H:11]([O:12][C:13](=[O:15])[CH3:14])[C@H:6]1[O:7][C:8](=[O:10])[CH3:9])(=O)[CH3:2].[CH3:28][C:29]([CH2:34][CH2:35][CH2:36][CH:37]([CH3:44])[CH2:38][CH2:39][CH2:40][CH:41]([CH3:43])[CH3:42])=[CH:30]CCO.C(N(CC)CC)C. (2) Given the product [CH2:18]([N:3]([CH2:1][CH3:2])[C:4]([C:5]1[CH:6]=[C:7]([CH:11]2[CH2:12][CH2:13][N:14]([C:28]([O:30][C:31]([CH3:34])([CH3:33])[CH3:32])=[O:29])[CH2:15][CH2:16]2)[CH:8]=[CH:9][CH:10]=1)=[O:17])[CH3:19], predict the reactants needed to synthesize it. The reactants are: [CH2:1]([N:3]([CH2:18][CH3:19])[C:4](=[O:17])[C:5]1[CH:10]=[CH:9][CH:8]=[C:7]([C:11]2[CH:16]=[CH:15][N:14]=[CH:13][CH:12]=2)[CH:6]=1)[CH3:2].[H][H].C(=O)([O-])[O-].[K+].[K+].[C:28](O[C:28]([O:30][C:31]([CH3:34])([CH3:33])[CH3:32])=[O:29])([O:30][C:31]([CH3:34])([CH3:33])[CH3:32])=[O:29]. (3) Given the product [CH:26]1([NH:25][S:24]([C:16]2[CH:15]=[C:14]([C:6]3[NH:7][C:8]4[C:13]([C:5]=3[CH2:4][C:3]([OH:34])=[O:2])=[CH:12][CH:11]=[CH:10][CH:9]=4)[CH:19]=[C:18]([C:20]([F:22])([F:21])[F:23])[CH:17]=2)(=[O:32])=[O:33])[CH2:27][CH2:28][CH2:29][CH2:30][CH2:31]1, predict the reactants needed to synthesize it. The reactants are: C[O:2][C:3](=[O:34])[CH2:4][C:5]1[C:13]2[C:8](=[CH:9][CH:10]=[CH:11][CH:12]=2)[NH:7][C:6]=1[C:14]1[CH:19]=[C:18]([C:20]([F:23])([F:22])[F:21])[CH:17]=[C:16]([S:24](=[O:33])(=[O:32])[NH:25][CH:26]2[CH2:31][CH2:30][CH2:29][CH2:28][CH2:27]2)[CH:15]=1.CO.O.[OH-].[Li+]. (4) Given the product [N:24]1[CH:25]=[CH:26][CH:27]=[CH:28][C:23]=1[C:2]1[CH:7]=[CH:6][C:5]([C:8]2[C:9](=[O:17])[NH:10][C:11]3([CH2:16][CH2:15][CH2:14][CH2:13]3)[N:12]=2)=[CH:4][CH:3]=1, predict the reactants needed to synthesize it. The reactants are: Br[C:2]1[CH:7]=[CH:6][C:5]([C:8]2[C:9](=[O:17])[NH:10][C:11]3([CH2:16][CH2:15][CH2:14][CH2:13]3)[N:12]=2)=[CH:4][CH:3]=1.C([Sn](CCCC)(CCCC)[C:23]1[CH:28]=[CH:27][CH:26]=[CH:25][N:24]=1)CCC. (5) Given the product [Br:28][CH2:1][C:2]1[N:3]=[CH:4][C:5]([NH:8][C:9]([C:11]2[CH:20]=[CH:19][C:18]3[C:13](=[CH:14][CH:15]=[CH:16][CH:17]=3)[CH:12]=2)=[O:10])=[N:6][CH:7]=1, predict the reactants needed to synthesize it. The reactants are: [CH3:1][C:2]1[N:3]=[CH:4][C:5]([NH:8][C:9]([C:11]2[CH:20]=[CH:19][C:18]3[C:13](=[CH:14][CH:15]=[CH:16][CH:17]=3)[CH:12]=2)=[O:10])=[N:6][CH:7]=1.C1C(=O)N([Br:28])C(=O)C1. (6) Given the product [F:1][C:2]1[CH:3]=[C:4]2[C:8](=[CH:9][CH:10]=1)[N:7]([CH2:11][C:12]([O:14][CH3:15])=[O:13])[C:6]([CH3:16])=[C:5]2[CH2:35][C:21]1[CH:20]=[CH:19][C:18](=[O:17])[N:23]([CH2:24][C:25]2[CH:30]=[CH:29][C:28]([C:31]([F:33])([F:32])[F:34])=[CH:27][CH:26]=2)[N:22]=1, predict the reactants needed to synthesize it. The reactants are: [F:1][C:2]1[CH:3]=[C:4]2[C:8](=[CH:9][CH:10]=1)[N:7]([CH2:11][C:12]([O:14][CH3:15])=[O:13])[C:6]([CH3:16])=[CH:5]2.[O:17]=[C:18]1[N:23]([CH2:24][C:25]2[CH:30]=[CH:29][C:28]([C:31]([F:34])([F:33])[F:32])=[CH:27][CH:26]=2)[N:22]=[C:21]([CH:35]=O)[CH:20]=[CH:19]1.C([SiH](CC)CC)C.FC(F)(F)C(O)=O.C([O-])(O)=O.[Na+]. (7) Given the product [CH2:18]([C:13]1[C:12]([CH2:11][NH:10][C:7]2[CH:8]=[CH:9][C:4]([C:3]([NH:36][CH:35]([CH3:40])[CH3:34])=[O:22])=[CH:5][N:6]=2)=[C:16]([CH3:17])[O:15][N:14]=1)[CH2:19][CH2:20][CH3:21], predict the reactants needed to synthesize it. The reactants are: CO[C:3](=[O:22])[C:4]1[CH:9]=[CH:8][C:7]([NH:10][CH2:11][C:12]2[C:13]([CH2:18][CH2:19][CH2:20][CH3:21])=[N:14][O:15][C:16]=2[CH3:17])=[N:6][CH:5]=1.COC(=O)C1C=CC(OC[C:34]2[C:35]([CH2:40]CCC)=[N:36]OC=2C)=NC=1.